The task is: Predict the product of the given reaction.. This data is from Forward reaction prediction with 1.9M reactions from USPTO patents (1976-2016). (1) Given the reactants [N+:1]([C:4]1[CH:18]=[CH:17][C:7]2[N:8]([CH2:12][C:13]([O:15][CH3:16])=[O:14])[C:9](=[O:11])[O:10][C:6]=2[CH:5]=1)([O-])=O.C(OCC)(=O)C, predict the reaction product. The product is: [NH2:1][C:4]1[CH:18]=[CH:17][C:7]2[N:8]([CH2:12][C:13]([O:15][CH3:16])=[O:14])[C:9](=[O:11])[O:10][C:6]=2[CH:5]=1. (2) Given the reactants C(OC([N:8]1[C:17]2[N:16]=[CH:15][C:14](/[CH:18]=[CH:19]/[C:20]([O:22]CC3C=CC=CC=3)=[O:21])=[CH:13][C:12]=2[CH2:11][CH2:10][CH2:9]1)=O)(C)(C)C.[Li+].[OH-], predict the reaction product. The product is: [N:16]1[C:17]2[NH:8][CH2:9][CH2:10][CH2:11][C:12]=2[CH:13]=[C:14](/[CH:18]=[CH:19]/[C:20]([OH:22])=[O:21])[CH:15]=1. (3) Given the reactants [CH3:1][O:2][C:3]1[CH:16]=[CH:15][C:6]([C:7]([CH:9]2[CH2:14][CH2:13][O:12][CH2:11][CH2:10]2)=[O:8])=[CH:5][CH:4]=1.[BH4-].[Na+], predict the reaction product. The product is: [CH3:1][O:2][C:3]1[CH:4]=[CH:5][C:6]([CH:7]([CH:9]2[CH2:14][CH2:13][O:12][CH2:11][CH2:10]2)[OH:8])=[CH:15][CH:16]=1. (4) Given the reactants Cl[C:2]1[NH:3][C:4]2[CH:10]=[CH:9][CH:8]=[CH:7][C:5]=2[N:6]=1.[CH:11]1([NH2:21])[C:20]2[C:15](=[CH:16][CH:17]=[CH:18][CH:19]=2)[CH2:14][CH2:13][CH2:12]1, predict the reaction product. The product is: [N:6]1[C:5]2[CH:7]=[CH:8][CH:9]=[CH:10][C:4]=2[NH:3][C:2]=1[NH:21][CH:11]1[C:20]2[C:15](=[CH:16][CH:17]=[CH:18][CH:19]=2)[CH2:14][CH2:13][CH2:12]1. (5) Given the reactants OS(O)(=O)=O.[C:6]([OH:13])(=[O:12])[CH2:7][CH2:8][C:9]([OH:11])=[O:10].[CH3:14]O, predict the reaction product. The product is: [CH3:14][O:10][C:9](=[O:11])[CH2:8][CH2:7][C:6]([OH:13])=[O:12]. (6) The product is: [C:28]1(=[O:29])[O:30][CH2:31][CH2:33][CH2:14][CH2:19][CH2:18][CH2:17][CH2:16][CH2:15][CH2:39][CH2:34][CH2:35]1. Given the reactants [CH:14]1[CH:19]=[CH:18][C:17](P([C:14]2[CH:19]=[CH:18][CH:17]=[CH:16][CH:15]=2)[C:14]2[CH:19]=[CH:18][CH:17]=[CH:16][CH:15]=2)=[CH:16][CH:15]=1.N([C:28]([O:30][CH:31]([CH3:33])C)=[O:29])=N[C:28]([O:30][CH:31](C)[CH3:33])=[O:29].[C:34]1(C)[CH:39]=CC=C[CH:35]=1, predict the reaction product.